From a dataset of Full USPTO retrosynthesis dataset with 1.9M reactions from patents (1976-2016). Predict the reactants needed to synthesize the given product. (1) Given the product [OH:1][C@H:2]([CH3:32])[C@H:3]([NH:9][C:10](=[O:31])[CH2:11][N:12]1[CH2:15][C:14]2([CH2:19][CH2:18][CH2:17][NH:16]2)[C:13]1=[O:30])[C:4]1[O:5][CH:6]=[N:7][N:8]=1, predict the reactants needed to synthesize it. The reactants are: [OH:1][C@H:2]([CH3:32])[C@H:3]([NH:9][C:10](=[O:31])[CH2:11][N:12]1[CH2:15][C:14]2([CH2:19][CH2:18][CH2:17][N:16]2C(OCC2C=CC=CC=2)=O)[C:13]1=[O:30])[C:4]1[O:5][CH:6]=[N:7][N:8]=1. (2) Given the product [OH:1][C:2]1([CH3:10])[CH2:3][CH:4]([CH2:6][C:7]([N:47]2[CH2:48][CH2:49][C:44]3([CH:42]([CH2:50][NH:51][C:52]([C:54]4[O:62][C:57]5=[CH:58][N:59]=[CH:60][CH:61]=[C:56]5[CH:55]=4)=[O:53])[CH2:43]3)[CH2:45][CH2:46]2)=[O:9])[CH2:5]1, predict the reactants needed to synthesize it. The reactants are: [OH:1][C:2]1([CH3:10])[CH2:5][CH:4]([CH2:6][C:7]([OH:9])=O)[CH2:3]1.CCN=C=NCCCN(C)C.C1C=CC2N(O)N=NC=2C=1.CCN(C(C)C)C(C)C.Cl.[CH:42]1([CH2:50][NH:51][C:52]([C:54]2[O:62][C:57]3=[CH:58][N:59]=[CH:60][CH:61]=[C:56]3[CH:55]=2)=[O:53])[C:44]2([CH2:49][CH2:48][NH:47][CH2:46][CH2:45]2)[CH2:43]1. (3) Given the product [Br:1][C:2]1[C:3]([CH3:17])=[C:4]([N:8]2[C:12](=[O:13])[CH2:11][CH:10]([C:14]([NH2:28])=[O:15])[CH2:9]2)[CH:5]=[CH:6][CH:7]=1, predict the reactants needed to synthesize it. The reactants are: [Br:1][C:2]1[C:3]([CH3:17])=[C:4]([N:8]2[C:12](=[O:13])[CH2:11][CH:10]([C:14](O)=[O:15])[CH2:9]2)[CH:5]=[CH:6][CH:7]=1.C(Cl)CCl.C1C=CC2N(O)N=[N:28]C=2C=1.N. (4) The reactants are: [NH2:1][C:2]1[C:33]([C:34]([F:37])([F:36])[F:35])=[CH:32][C:5]([CH2:6][CH:7]([CH2:11][C:12](=[O:31])[N:13]2[CH2:18][CH2:17][CH:16]([N:19]3[CH2:25][CH2:24][C:23]4[CH:26]=[CH:27][CH:28]=[CH:29][C:22]=4[NH:21][C:20]3=[O:30])[CH2:15][CH2:14]2)[C:8](O)=[O:9])=[CH:4][C:3]=1[Cl:38].[BH4-].[Na+].Cl. Given the product [NH2:1][C:2]1[C:33]([C:34]([F:35])([F:36])[F:37])=[CH:32][C:5]([CH2:6][CH:7]([CH2:8][OH:9])[CH2:11][C:12]([N:13]2[CH2:18][CH2:17][CH:16]([N:19]3[CH2:25][CH2:24][C:23]4[CH:26]=[CH:27][CH:28]=[CH:29][C:22]=4[NH:21][C:20]3=[O:30])[CH2:15][CH2:14]2)=[O:31])=[CH:4][C:3]=1[Cl:38], predict the reactants needed to synthesize it. (5) Given the product [C:34]([C:29]1[N:30]=[CH:31][N:32]([CH3:33])[C:28]=1[NH:27][C:11]([C:13]1[CH:14]=[CH:15][C:16]([O:25][CH3:26])=[C:17]2[O:21][C:20]([CH2:22][O:23][CH3:24])=[CH:19][C:18]=12)=[O:12])#[N:35], predict the reactants needed to synthesize it. The reactants are: [N+](C1C=CC(O[C:11]([C:13]2[CH:14]=[CH:15][C:16]([O:25][CH3:26])=[C:17]3[O:21][C:20]([CH2:22][O:23][CH3:24])=[CH:19][C:18]=23)=[O:12])=CC=1)([O-])=O.[NH2:27][C:28]1[N:32]([CH3:33])[CH:31]=[N:30][C:29]=1[C:34]#[N:35]. (6) Given the product [C:20]([C:16]1[CH:17]=[CH:18][CH:19]=[C:14]([S:10][CH2:9][CH2:8][CH2:7][C:1]2[CH:6]=[CH:5][CH:4]=[CH:3][CH:2]=2)[N:15]=1)#[N:21], predict the reactants needed to synthesize it. The reactants are: [C:1]1([CH2:7][CH2:8][CH2:9][SH:10])[CH:6]=[CH:5][CH:4]=[CH:3][CH:2]=1.[H-].[Na+].Cl[C:14]1[CH:19]=[CH:18][CH:17]=[C:16]([C:20]#[N:21])[N:15]=1.C(OCC)(=O)C.